Predict the reactants needed to synthesize the given product. From a dataset of Full USPTO retrosynthesis dataset with 1.9M reactions from patents (1976-2016). (1) Given the product [NH2:8][C:9]([CH3:26])([CH3:27])[CH2:10][CH2:11][N:12]1[C:16]2[CH:17]=[CH:18][CH:19]=[C:20]([C:21]([O:23][CH2:24][CH3:25])=[O:22])[C:15]=2[N:14]=[CH:13]1, predict the reactants needed to synthesize it. The reactants are: C(OC([NH:8][C:9]([CH3:27])([CH3:26])[CH2:10][CH2:11][N:12]1[C:16]2[CH:17]=[CH:18][CH:19]=[C:20]([C:21]([O:23][CH2:24][CH3:25])=[O:22])[C:15]=2[N:14]=[CH:13]1)=O)(C)(C)C.FC(F)(F)C(O)=O. (2) Given the product [Br:1][C:2]1[CH:7]=[CH:6][C:5]([S:8]([NH:23][C@@H:24]([CH2:29][OH:30])[C@H:25]([CH3:26])[CH2:27][CH3:28])(=[O:10])=[O:9])=[CH:4][CH:3]=1, predict the reactants needed to synthesize it. The reactants are: [Br:1][C:2]1[CH:7]=[CH:6][C:5]([S:8](Cl)(=[O:10])=[O:9])=[CH:4][CH:3]=1.ClC1C=CC(S(Cl)(=O)=O)=CC=1.[NH2:23][C@@H:24]([C:29](O)=[O:30])[C@@H:25]([CH2:27][CH3:28])[CH3:26].CC([C@](N)(C(O)=O)C)C.CC(C1C=CC=CC=1)C(C(O)=O)N.N[C@H](C(O)=O)[C@@H](CC)C. (3) Given the product [I:38][CH2:7][CH2:6][C:5]1[CH:9]=[CH:10][CH:11]=[C:3]([C:2]([F:13])([F:12])[F:1])[CH:4]=1, predict the reactants needed to synthesize it. The reactants are: [F:1][C:2]([F:13])([F:12])[C:3]1[CH:4]=[C:5]([CH:9]=[CH:10][CH:11]=1)[CH2:6][CH2:7]O.C1(P(C2C=CC=CC=2)C2C=CC=CC=2)C=CC=CC=1.N1C=CN=C1.[I:38]I. (4) Given the product [Cl:16][C:17]1[CH:26]=[C:25]([O:27][CH3:28])[C:24]([Cl:29])=[C:23]2[C:18]=1[CH2:19][CH2:20][N:21]([C:9]([O:11][C:12]([CH3:13])([CH3:14])[CH3:15])=[O:10])[C:22]2=[O:30], predict the reactants needed to synthesize it. The reactants are: [C:9](O[C:9]([O:11][C:12]([CH3:15])([CH3:14])[CH3:13])=[O:10])([O:11][C:12]([CH3:15])([CH3:14])[CH3:13])=[O:10].[Cl:16][C:17]1[CH:26]=[C:25]([O:27][CH3:28])[C:24]([Cl:29])=[C:23]2[C:18]=1[CH2:19][CH2:20][NH:21][C:22]2=[O:30]. (5) Given the product [CH3:13][O:12][C:9]1[CH:10]=[C:11]2[C:6](=[CH:7][C:8]=1[O:14][CH2:15][CH2:16][CH2:17][N:18]1[CH2:22][CH2:21][CH2:20][CH2:19]1)[N:5]=[CH:4][N:3]=[C:2]2[O:23][C:24]1[CH:25]=[CH:26][C:27]2[O:32][CH2:31][C:30](=[O:33])[NH:29][C:28]=2[CH:34]=1, predict the reactants needed to synthesize it. The reactants are: Cl[C:2]1[C:11]2[C:6](=[CH:7][C:8]([O:14][CH2:15][CH2:16][CH2:17][N:18]3[CH2:22][CH2:21][CH2:20][CH2:19]3)=[C:9]([O:12][CH3:13])[CH:10]=2)[N:5]=[CH:4][N:3]=1.[OH:23][C:24]1[CH:25]=[CH:26][C:27]2[O:32][CH2:31][C:30](=[O:33])[NH:29][C:28]=2[CH:34]=1. (6) Given the product [C:35]([C:36]1[CH:37]=[C:38]([CH:41]=[O:42])[O:39][CH:40]=1)#[CH:34], predict the reactants needed to synthesize it. The reactants are: CCCC[N+](CCCC)(CCCC)CCCC.[F-].C1COCC1.C([Si]([C:34]#[C:35][C:36]1[CH:37]=[C:38]([CH:41]=[O:42])[O:39][CH:40]=1)(C(C)C)C(C)C)(C)C.C1COCC1.[Cl-].[NH4+].